This data is from Full USPTO retrosynthesis dataset with 1.9M reactions from patents (1976-2016). The task is: Predict the reactants needed to synthesize the given product. (1) Given the product [CH3:1][O:2][C:3]([C:5]1[S:6][C:7]([CH:11]=[O:12])=[CH:8][C:9]=1[CH3:10])=[O:4], predict the reactants needed to synthesize it. The reactants are: [CH3:1][O:2][C:3]([C:5]1[S:6][C:7]([CH:11](OCC)[O:12]CC)=[CH:8][C:9]=1[CH3:10])=[O:4].C(O)=O. (2) Given the product [Br:1][C:2]1[C:3]2[O:11][C:18]([C:12]3[CH:17]=[CH:16][CH:15]=[CH:14][CH:13]=3)([C:21]3[CH:26]=[CH:25][CH:24]=[CH:23][CH:22]=3)[O:5][C:4]=2[C:6]([O:9][CH3:10])=[CH:7][CH:8]=1, predict the reactants needed to synthesize it. The reactants are: [Br:1][C:2]1[CH:8]=[CH:7][C:6]([O:9][CH3:10])=[C:4]([OH:5])[C:3]=1[OH:11].[C:12]1([C:18]([C:21]2[CH:26]=[CH:25][CH:24]=[CH:23][CH:22]=2)(Cl)Cl)[CH:17]=[CH:16][CH:15]=[CH:14][CH:13]=1.C(=O)(O)[O-].[Na+]. (3) Given the product [Cl:13][C:10]1[S:9][C:8]([C:6]2[N:7]=[C:2]([N:17]3[C:25]4[C:20](=[CH:21][C:22]([CH2:26][C:27]([OH:29])=[O:28])=[CH:23][CH:24]=4)[CH:19]=[CH:18]3)[C:3]3[CH2:16][CH2:15][CH2:14][C:4]=3[N:5]=2)=[CH:12][CH:11]=1, predict the reactants needed to synthesize it. The reactants are: Cl[C:2]1[C:3]2[CH2:16][CH2:15][CH2:14][C:4]=2[N:5]=[C:6]([C:8]2[S:9][C:10]([Cl:13])=[CH:11][CH:12]=2)[N:7]=1.[NH:17]1[C:25]2[C:20](=[CH:21][C:22]([CH2:26][C:27]([O:29]C)=[O:28])=[CH:23][CH:24]=2)[CH:19]=[CH:18]1. (4) Given the product [Cl:1][C:2]1[CH:3]=[C:4]([NH:16][C:17]2[N:22]=[CH:21][N:20]=[C:19]([NH:23][C:2]3[CH:3]=[C:4]([NH:16][C:37](=[O:38])/[CH:36]=[CH:35]/[CH2:34][N:33]([CH3:40])[CH3:32])[CH:5]=[CH:6][CH:7]=3)[CH:18]=2)[CH:5]=[CH:6][C:7]=1[O:8][CH2:9][C:10]1[CH:15]=[CH:14][CH:13]=[CH:12][N:11]=1, predict the reactants needed to synthesize it. The reactants are: [Cl:1][C:2]1[CH:3]=[C:4]([NH:16][C:17]2[N:22]=[CH:21][N:20]=[C:19]([NH:23]NC3C=CC=CC=3)[CH:18]=2)[CH:5]=[CH:6][C:7]=1[O:8][CH2:9][C:10]1[CH:15]=[CH:14][CH:13]=[CH:12][N:11]=1.Cl.[CH3:32][N:33]([CH3:40])[CH2:34]/[CH:35]=[CH:36]/[C:37](Cl)=[O:38].C(=O)(O)[O-].[Na+]. (5) Given the product [C:1]([NH:4][C:5]1[C:14]([Cl:15])=[CH:13][C:8]([C:9]([O:11][CH3:12])=[O:10])=[C:7]([O:16][S:26]([C:25]([F:38])([F:37])[F:24])(=[O:28])=[O:27])[CH:6]=1)(=[O:3])[CH3:2], predict the reactants needed to synthesize it. The reactants are: [C:1]([NH:4][C:5]1[C:14]([Cl:15])=[CH:13][C:8]([C:9]([O:11][CH3:12])=[O:10])=[C:7]([OH:16])[CH:6]=1)(=[O:3])[CH3:2].CCN(CC)CC.[F:24][C:25]([F:38])([F:37])[S:26](O[S:26]([C:25]([F:38])([F:37])[F:24])(=[O:28])=[O:27])(=[O:28])=[O:27]. (6) Given the product [NH2:7][CH2:8][CH2:9][NH:10][C:11]1[N:20]=[C:19]([N:21]([C:23]2[CH:28]=[CH:27][C:26]([O:29][CH3:30])=[C:25]([O:31][CH3:32])[CH:24]=2)[CH3:22])[C:18]2[C:13](=[CH:14][CH:15]=[CH:16][CH:17]=2)[N:12]=1, predict the reactants needed to synthesize it. The reactants are: C(OC(=O)[NH:7][CH2:8][CH2:9][NH:10][C:11]1[N:20]=[C:19]([N:21]([C:23]2[CH:28]=[CH:27][C:26]([O:29][CH3:30])=[C:25]([O:31][CH3:32])[CH:24]=2)[CH3:22])[C:18]2[C:13](=[CH:14][CH:15]=[CH:16][CH:17]=2)[N:12]=1)(C)(C)C. (7) Given the product [CH3:1][C:2]1([C:7]2[CH:8]=[CH:9][C:10]([C:13]3[N:33]([CH2:34][O:35][CH2:36][CH2:37][Si:38]([CH3:40])([CH3:39])[CH3:41])[C:16]4=[N:17][CH:18]=[C:19]([N:21]([CH2:29][C:30](=[O:44])[CH3:32])[C:22](=[O:28])[O:23][C:24]([CH3:26])([CH3:25])[CH3:27])[N:20]=[C:15]4[CH:14]=3)=[CH:11][CH:12]=2)[O:6][CH2:5][CH2:4][O:3]1, predict the reactants needed to synthesize it. The reactants are: [CH3:1][C:2]1([C:7]2[CH:12]=[CH:11][C:10]([C:13]3[N:33]([CH2:34][O:35][CH2:36][CH2:37][Si:38]([CH3:41])([CH3:40])[CH3:39])[C:16]4=[N:17][CH:18]=[C:19]([N:21]([CH2:29][C:30]([CH3:32])=C)[C:22](=[O:28])[O:23][C:24]([CH3:27])([CH3:26])[CH3:25])[N:20]=[C:15]4[CH:14]=3)=[CH:9][CH:8]=2)[O:6][CH2:5][CH2:4][O:3]1.CC[O:44]C(C)=O.CC(C)=O.